From a dataset of Full USPTO retrosynthesis dataset with 1.9M reactions from patents (1976-2016). Predict the reactants needed to synthesize the given product. (1) Given the product [Cl:47][C:12]1[CH:13]=[C:14]([C:15]2[C:20]3[N:21]([CH2:33][C@H:34]4[CH2:35][CH2:36][C@H:37]([CH3:40])[CH2:38][CH2:39]4)[C:22]([N:24]4[CH2:29][CH2:28][O:27][C@@H:26]5[CH2:30][CH2:31][CH2:32][C@@H:25]45)=[N:23][C:19]=3[CH:18]=[C:17]([C:41]3[NH:45][C:44](=[O:46])[O:43][N:42]=3)[N:16]=2)[C:9](=[O:8])[NH:10][CH:11]=1, predict the reactants needed to synthesize it. The reactants are: C([O:8][C:9]1[C:14]([C:15]2[C:20]3[N:21]([CH2:33][C@H:34]4[CH2:39][CH2:38][C@H:37]([CH3:40])[CH2:36][CH2:35]4)[C:22]([N:24]4[CH2:29][CH2:28][O:27][C@@H:26]5[CH2:30][CH2:31][CH2:32][C@@H:25]45)=[N:23][C:19]=3[CH:18]=[C:17]([C:41]3[NH:45][C:44](=[O:46])[O:43][N:42]=3)[N:16]=2)=[CH:13][C:12]([Cl:47])=[CH:11][N:10]=1)C1C=CC=CC=1.[SiH](CC)(CC)CC. (2) The reactants are: Br[C:2]1[C:7]2=[N:8][C:9]([C:12]([N:14]3[CH2:18][CH2:17][CH:16]([OH:19])[CH2:15]3)=[O:13])=[CH:10][N:11]=[C:6]2[CH:5]=[N:4][CH:3]=1.[F:20][C:21]1[CH:26]=[CH:25][C:24]([C:27]([F:30])([F:29])[F:28])=[CH:23][C:22]=1B(O)O.C(=O)([O-])[O-].[Cs+].[Cs+].O1CCOCC1. Given the product [F:20][C:21]1[CH:22]=[CH:23][C:24]([C:27]([F:28])([F:29])[F:30])=[CH:25][C:26]=1[C:2]1[C:7]2=[N:8][C:9]([C:12]([N:14]3[CH2:18][CH2:17][CH:16]([OH:19])[CH2:15]3)=[O:13])=[CH:10][N:11]=[C:6]2[CH:5]=[N:4][CH:3]=1, predict the reactants needed to synthesize it. (3) Given the product [F:16][C:17]([F:28])([F:27])[C:18]1[CH:23]=[CH:22][C:21]([C:2]2[CH:7]=[C:6]([CH:5]=[CH:4][N:3]=2)[C:8]#[N:9])=[CH:20][CH:19]=1, predict the reactants needed to synthesize it. The reactants are: Cl[C:2]1[CH:7]=[C:6]([C:8]#[N:9])[CH:5]=[CH:4][N:3]=1.C([O-])([O-])=O.[Cs+].[Cs+].[F:16][C:17]([F:28])([F:27])[C:18]1[CH:23]=[CH:22][C:21](B(O)O)=[CH:20][CH:19]=1. (4) Given the product [Br:3][C:4]1[CH:12]=[CH:11][C:7]([CH2:8][CH2:9][O:10][C:20](=[O:19])[NH:21][C:22]2[CH:27]=[CH:26][C:25]([S:28]([CH:31]([CH3:32])[CH3:33])(=[O:29])=[O:30])=[C:24]([CH2:34][N:35]([C:37]([O:39][C:40]([CH3:41])([CH3:43])[CH3:42])=[O:38])[CH3:36])[CH:23]=2)=[CH:6][CH:5]=1, predict the reactants needed to synthesize it. The reactants are: [H-].[Na+].[Br:3][C:4]1[CH:12]=[CH:11][C:7]([CH2:8][CH2:9][OH:10])=[CH:6][CH:5]=1.C1([O:19][C:20](=O)[NH:21][C:22]2[CH:27]=[CH:26][C:25]([S:28]([CH:31]([CH3:33])[CH3:32])(=[O:30])=[O:29])=[C:24]([CH2:34][N:35]([C:37]([O:39][C:40]([CH3:43])([CH3:42])[CH3:41])=[O:38])[CH3:36])[CH:23]=2)C=CC=CC=1. (5) Given the product [C:1]([O:5][C:6]([N:8]1[CH2:9][CH2:10][C:11]2[CH:18]=[C:17]([S:19][C:20]3[CH:25]=[CH:24][C:23]([Br:26])=[CH:22][CH:21]=3)[C:16]([NH2:27])=[CH:15][C:12]=2[CH2:13][CH2:14]1)=[O:7])([CH3:4])([CH3:2])[CH3:3], predict the reactants needed to synthesize it. The reactants are: [C:1]([O:5][C:6]([N:8]1[CH2:14][CH2:13][C:12]2[CH:15]=[C:16]([N+:27]([O-])=O)[C:17]([S:19][C:20]3[CH:25]=[CH:24][C:23]([Br:26])=[CH:22][CH:21]=3)=[CH:18][C:11]=2[CH2:10][CH2:9]1)=[O:7])([CH3:4])([CH3:3])[CH3:2].C(O)(=O)C.C(OCC)(=O)C.O. (6) Given the product [OH:35][C:29]1([C:24]2[CH:25]=[CH:26][CH:27]=[CH:28][C:23]=2[C:22]([F:37])([F:21])[F:36])[CH2:34][CH2:33][N:32]([C:14]([C@@:11]2([CH:17]([CH3:19])[CH3:18])[CH2:12][CH2:13][C@@H:9]([NH:8][C:6](=[O:7])[O:5][C:1]([CH3:2])([CH3:3])[CH3:4])[CH2:10]2)=[O:16])[CH2:31][CH2:30]1, predict the reactants needed to synthesize it. The reactants are: [C:1]([O:5][C:6]([NH:8][C@@H:9]1[CH2:13][CH2:12][C@:11]([CH:17]([CH3:19])[CH3:18])([C:14]([OH:16])=O)[CH2:10]1)=[O:7])([CH3:4])([CH3:3])[CH3:2].Cl.[F:21][C:22]([F:37])([F:36])[C:23]1[CH:28]=[CH:27][CH:26]=[CH:25][C:24]=1[C:29]1([OH:35])[CH2:34][CH2:33][NH:32][CH2:31][CH2:30]1.C(N(CC)CC)C.F[P-](F)(F)(F)(F)F.N1(O[P+](N2CCCC2)(N2CCCC2)N2CCCC2)C2C=CC=CC=2N=N1.